Dataset: Full USPTO retrosynthesis dataset with 1.9M reactions from patents (1976-2016). Task: Predict the reactants needed to synthesize the given product. Given the product [Br:21][C:22]1[CH:28]=[CH:27][C:25]([NH:26][CH:11]=[C:5]([C:4]([CH:1]2[CH2:3][CH2:2]2)=[O:10])[C:6]([O:8][CH3:9])=[O:7])=[CH:24][CH:23]=1, predict the reactants needed to synthesize it. The reactants are: [CH:1]1([C:4](=[O:10])[CH2:5][C:6]([O:8][CH3:9])=[O:7])[CH2:3][CH2:2]1.[CH:11](OCC)(OCC)OCC.[Br:21][C:22]1[CH:28]=[CH:27][C:25]([NH2:26])=[CH:24][CH:23]=1.